This data is from Forward reaction prediction with 1.9M reactions from USPTO patents (1976-2016). The task is: Predict the product of the given reaction. (1) Given the reactants [Br:1][C:2]1[N:7]=[CH:6][C:5]2[C:8]([CH:21]=O)=[CH:9][N:10]([S:11]([C:14]3[CH:19]=[CH:18][CH:17]=[C:16]([F:20])[CH:15]=3)(=[O:13])=[O:12])[C:4]=2[CH:3]=1.[C:23]([BH3-])#[N:24].[Na+].CN.O1CCCC1.C(=O)(O)[O-].[Na+], predict the reaction product. The product is: [Br:1][C:2]1[N:7]=[CH:6][C:5]2[C:8]([CH2:21][NH:24][CH3:23])=[CH:9][N:10]([S:11]([C:14]3[CH:19]=[CH:18][CH:17]=[C:16]([F:20])[CH:15]=3)(=[O:13])=[O:12])[C:4]=2[CH:3]=1. (2) The product is: [C:1]([O:5][C:6](=[O:33])[NH:7][CH:8]([CH2:25][C:26]1[CH:31]=[CH:30][CH:29]=[CH:28][C:27]=1[F:32])[CH2:9][C:10]([N:11]1[CH2:15][CH2:14][CH2:13][CH:12]1[CH2:16][NH2:17])=[O:24])([CH3:4])([CH3:2])[CH3:3]. Given the reactants [C:1]([O:5][C:6](=[O:33])[NH:7][CH:8]([CH2:25][C:26]1[CH:31]=[CH:30][CH:29]=[CH:28][C:27]=1[F:32])[CH2:9][C:10](=[O:24])[N:11]1[CH2:15][CH2:14][CH2:13][CH:12]1[CH2:16][NH:17]C(=O)C(F)(F)F)([CH3:4])([CH3:3])[CH3:2].[OH-].[Ba+2].[OH-], predict the reaction product.